This data is from NCI-60 drug combinations with 297,098 pairs across 59 cell lines. The task is: Regression. Given two drug SMILES strings and cell line genomic features, predict the synergy score measuring deviation from expected non-interaction effect. (1) Drug 1: CCC1(CC2CC(C3=C(CCN(C2)C1)C4=CC=CC=C4N3)(C5=C(C=C6C(=C5)C78CCN9C7C(C=CC9)(C(C(C8N6C=O)(C(=O)OC)O)OC(=O)C)CC)OC)C(=O)OC)O.OS(=O)(=O)O. Drug 2: C1CN1C2=NC(=NC(=N2)N3CC3)N4CC4. Cell line: SF-268. Synergy scores: CSS=16.7, Synergy_ZIP=-8.15, Synergy_Bliss=-3.62, Synergy_Loewe=-8.17, Synergy_HSA=-7.24. (2) Drug 1: C1C(C(OC1N2C=C(C(=O)NC2=O)F)CO)O. Drug 2: C1C(C(OC1N2C=NC3=C(N=C(N=C32)Cl)N)CO)O. Cell line: SK-OV-3. Synergy scores: CSS=14.3, Synergy_ZIP=-4.82, Synergy_Bliss=-4.15, Synergy_Loewe=-10.3, Synergy_HSA=-3.53. (3) Drug 1: CCC1=CC2CC(C3=C(CN(C2)C1)C4=CC=CC=C4N3)(C5=C(C=C6C(=C5)C78CCN9C7C(C=CC9)(C(C(C8N6C)(C(=O)OC)O)OC(=O)C)CC)OC)C(=O)OC.C(C(C(=O)O)O)(C(=O)O)O. Drug 2: B(C(CC(C)C)NC(=O)C(CC1=CC=CC=C1)NC(=O)C2=NC=CN=C2)(O)O. Cell line: UO-31. Synergy scores: CSS=3.95, Synergy_ZIP=-4.45, Synergy_Bliss=-5.56, Synergy_Loewe=-2.33, Synergy_HSA=-2.31. (4) Drug 1: C1=CC(=CC=C1CC(C(=O)O)N)N(CCCl)CCCl.Cl. Drug 2: CN1C2=C(C=C(C=C2)N(CCCl)CCCl)N=C1CCCC(=O)O.Cl. Cell line: UACC62. Synergy scores: CSS=7.16, Synergy_ZIP=-4.19, Synergy_Bliss=-2.07, Synergy_Loewe=-5.95, Synergy_HSA=-1.80. (5) Drug 1: CC1=C(C=C(C=C1)NC(=O)C2=CC=C(C=C2)CN3CCN(CC3)C)NC4=NC=CC(=N4)C5=CN=CC=C5. Drug 2: CN(C(=O)NC(C=O)C(C(C(CO)O)O)O)N=O. Cell line: SK-MEL-5. Synergy scores: CSS=9.61, Synergy_ZIP=-2.15, Synergy_Bliss=2.84, Synergy_Loewe=-0.496, Synergy_HSA=3.48. (6) Drug 1: C1CC(=O)NC(=O)C1N2CC3=C(C2=O)C=CC=C3N. Drug 2: CCN(CC)CCCC(C)NC1=C2C=C(C=CC2=NC3=C1C=CC(=C3)Cl)OC. Synergy scores: CSS=65.0, Synergy_ZIP=6.33, Synergy_Bliss=6.67, Synergy_Loewe=-19.6, Synergy_HSA=8.34. Cell line: K-562. (7) Drug 1: CN(C)C1=NC(=NC(=N1)N(C)C)N(C)C. Drug 2: C1C(C(OC1N2C=NC3=C2NC=NCC3O)CO)O. Cell line: SF-295. Synergy scores: CSS=-4.38, Synergy_ZIP=-2.03, Synergy_Bliss=-7.96, Synergy_Loewe=-5.92, Synergy_HSA=-6.42. (8) Drug 1: CN(CCCl)CCCl.Cl. Drug 2: C(CC(=O)O)C(=O)CN.Cl. Cell line: NCIH23. Synergy scores: CSS=34.5, Synergy_ZIP=1.77, Synergy_Bliss=3.38, Synergy_Loewe=-17.6, Synergy_HSA=-0.208. (9) Drug 1: C1=C(C(=O)NC(=O)N1)N(CCCl)CCCl. Drug 2: CC1=C(C(=O)C2=C(C1=O)N3CC4C(C3(C2COC(=O)N)OC)N4)N. Cell line: SK-MEL-28. Synergy scores: CSS=21.0, Synergy_ZIP=-5.92, Synergy_Bliss=-3.62, Synergy_Loewe=-6.31, Synergy_HSA=-0.913. (10) Drug 1: CN1C2=C(C=C(C=C2)N(CCCl)CCCl)N=C1CCCC(=O)O.Cl. Drug 2: C(CC(=O)O)C(=O)CN.Cl. Cell line: A549. Synergy scores: CSS=11.6, Synergy_ZIP=-1.29, Synergy_Bliss=2.62, Synergy_Loewe=-4.28, Synergy_HSA=0.340.